Dataset: Catalyst prediction with 721,799 reactions and 888 catalyst types from USPTO. Task: Predict which catalyst facilitates the given reaction. Reactant: [CH3:1][C:2]1[CH:10]=[CH:9][C:8]([N:11]([CH3:20])[S:12]([C:15]2[S:16][CH:17]=[CH:18][CH:19]=2)(=[O:14])=[O:13])=[C:7]2[C:3]=1[CH:4]=[C:5]([C:21]([NH2:23])=O)[NH:6]2.COC1C=CC(P2(SP(C3C=CC(OC)=CC=3)(=S)S2)=[S:33])=CC=1. Product: [CH3:1][C:2]1[CH:10]=[CH:9][C:8]([N:11]([CH3:20])[S:12]([C:15]2[S:16][CH:17]=[CH:18][CH:19]=2)(=[O:14])=[O:13])=[C:7]2[C:3]=1[CH:4]=[C:5]([C:21](=[S:33])[NH2:23])[NH:6]2. The catalyst class is: 7.